From a dataset of Full USPTO retrosynthesis dataset with 1.9M reactions from patents (1976-2016). Predict the reactants needed to synthesize the given product. (1) The reactants are: O[CH2:2][C:3]([C:5]1[CH:10]=[CH:9][CH:8]=[CH:7][CH:6]=1)=[O:4].Br[CH2:12][C:13]1[CH:18]=[CH:17][C:16]([B:19]2[O:27][C:24]([CH3:26])([CH3:25])[C:21]([CH3:23])([CH3:22])[O:20]2)=[CH:15][CH:14]=1.C(=O)([O-])[O-:29].[K+].[K+]. Given the product [CH3:22][C:21]1([CH3:23])[C:24]([CH3:26])([CH3:25])[O:27][B:19]([C:16]2[CH:17]=[CH:18][C:13]([CH2:12][O:29][C:10]3[CH:9]=[CH:8][CH:7]=[CH:6][C:5]=3[C:3](=[O:4])[CH3:2])=[CH:14][CH:15]=2)[O:20]1, predict the reactants needed to synthesize it. (2) Given the product [NH2:18][C:4]1[CH:5]=[C:6]([C:9]2[C:10]([CH3:17])([CH3:16])[CH2:11][C:12](=[O:15])[NH:13][N:14]=2)[CH:7]=[CH:8][C:3]=1[O:2][CH3:1], predict the reactants needed to synthesize it. The reactants are: [CH3:1][O:2][C:3]1[CH:8]=[CH:7][C:6]([C:9]2[C:10]([CH3:17])([CH3:16])[CH2:11][C:12](=[O:15])[NH:13][N:14]=2)=[CH:5][C:4]=1[N+:18]([O-])=O.O.NN.